This data is from Reaction yield outcomes from USPTO patents with 853,638 reactions. The task is: Predict the reaction yield, written as a fraction of the theoretical maximum amount of product (1.0 means a 100% yield; for example, 0.34 means a 34% yield). (1) The reactants are Cl.Cl.[CH3:3][C@H:4]1[CH2:8][CH2:7][CH2:6][N:5]1[C@@H:9]1[CH2:13][CH2:12][NH:11][CH2:10]1.C([O-])([O-])=O.[K+].[K+].[F:20][C:21]1[CH:26]=[C:25](F)[CH:24]=[CH:23][C:22]=1[N+:28]([O-:30])=[O:29].C([O-])(O)=O.[Na+]. The catalyst is CS(C)=O. The product is [F:20][C:21]1[CH:26]=[C:25]([N:11]2[CH2:12][CH2:13][C@@H:9]([N:5]3[CH2:6][CH2:7][CH2:8][C@@H:4]3[CH3:3])[CH2:10]2)[CH:24]=[CH:23][C:22]=1[N+:28]([O-:30])=[O:29]. The yield is 0.960. (2) The reactants are COC1OCC(CO[C:11]2[CH:16]=[CH:15][N:14]=[C:13]([CH2:17][S:18]([C:20]3[NH:24][C:23]4[CH:25]=[CH:26][CH:27]=[CH:28][C:22]=4[N:21]=3)=[O:19])[C:12]=2[CH3:29])CO1.[Na:30].COC1OCC(COC2C=CN=C(CS(C3NC4C=CC=CC=4N=3)=O)C=2C)CO1.[CH2:60]([C:62]1([CH2:70][CH3:71])[O:67][CH2:66][CH:65]([CH2:68][OH:69])[CH2:64][O:63]1)[CH3:61]. No catalyst specified. The yield is 0.0970. The product is [Na:30].[CH2:70]([C:62]1([CH2:60][CH3:61])[O:63][CH2:64][CH:65]([CH2:68][O:69][C:11]2[CH:16]=[CH:15][N:14]=[C:13]([CH2:17][S:18]([C:20]3[NH:24][C:23]4[CH:25]=[CH:26][CH:27]=[CH:28][C:22]=4[N:21]=3)=[O:19])[C:12]=2[CH3:29])[CH2:66][O:67]1)[CH3:71].